This data is from Reaction yield outcomes from USPTO patents with 853,638 reactions. The task is: Predict the reaction yield, written as a fraction of the theoretical maximum amount of product (1.0 means a 100% yield; for example, 0.34 means a 34% yield). (1) The reactants are Cl[CH2:2][C:3]([NH:5][C:6]([CH3:19])([CH2:12][C:13]1[CH:18]=[CH:17][CH:16]=[CH:15][CH:14]=1)[C:7](OCC)=[O:8])=[O:4].[CH3:20][NH2:21]. The catalyst is C(O)C. The product is [CH2:12]([C:6]1([CH3:19])[NH:5][C:3](=[O:4])[CH2:2][N:21]([CH3:20])[C:7]1=[O:8])[C:13]1[CH:18]=[CH:17][CH:16]=[CH:15][CH:14]=1. The yield is 0.850. (2) The reactants are C[O:2][C:3]([C:5]1([CH2:11][NH:12][C:13]([O:15][C:16]([CH3:19])([CH3:18])[CH3:17])=[O:14])[CH2:7][CH:6]1[CH:8]([CH3:10])[CH3:9])=[O:4].[OH-].[Li+]. The catalyst is CO.O. The product is [C:16]([O:15][C:13]([NH:12][CH2:11][C:5]1([C:3]([OH:4])=[O:2])[CH2:7][CH:6]1[CH:8]([CH3:9])[CH3:10])=[O:14])([CH3:17])([CH3:19])[CH3:18]. The yield is 0.870.